Dataset: Forward reaction prediction with 1.9M reactions from USPTO patents (1976-2016). Task: Predict the product of the given reaction. (1) Given the reactants S(C)C.[C:4]([Li])([CH3:7])([CH3:6])[CH3:5].[C:9]([NH:28][C@@H:29]([CH2:32][CH3:33])[CH:30]=[O:31])([C:22]1[CH:27]=[CH:26][CH:25]=[CH:24][CH:23]=1)([C:16]1[CH:21]=[CH:20][CH:19]=[CH:18][CH:17]=1)[C:10]1[CH:15]=[CH:14][CH:13]=[CH:12][CH:11]=1.[NH4+].[Cl-], predict the reaction product. The product is: [CH3:5][C:4]([CH3:7])([CH:30]([OH:31])[C@@H:29]([NH:28][C:9]([C:16]1[CH:17]=[CH:18][CH:19]=[CH:20][CH:21]=1)([C:22]1[CH:23]=[CH:24][CH:25]=[CH:26][CH:27]=1)[C:10]1[CH:15]=[CH:14][CH:13]=[CH:12][CH:11]=1)[CH2:32][CH3:33])[CH3:6]. (2) Given the reactants [CH3:1][C@:2]1([C:27]([OH:29])=O)[CH2:6][CH2:5][CH2:4][N:3]1[C:7]([CH:9]1[CH2:14][CH2:13][N:12]([C:15]2[CH:16]=[N:17][CH:18]=[CH:19][C:20]=2[C:21]2[S:22][C:23]([CH3:26])=[N:24][N:25]=2)[CH2:11][CH2:10]1)=[O:8].CC[N:32](C(C)C)C(C)C.CN(C(ON1N=NC2C=CC=NC1=2)=[N+](C)C)C.F[P-](F)(F)(F)(F)F.N.C1COCC1, predict the reaction product. The product is: [CH3:1][C@:2]1([C:27]([NH2:32])=[O:29])[CH2:6][CH2:5][CH2:4][N:3]1[C:7]([CH:9]1[CH2:14][CH2:13][N:12]([C:15]2[CH:16]=[N:17][CH:18]=[CH:19][C:20]=2[C:21]2[S:22][C:23]([CH3:26])=[N:24][N:25]=2)[CH2:11][CH2:10]1)=[O:8]. (3) Given the reactants [C:1]([O:5][C:6](=[O:18])[NH:7][C@H:8]1[CH2:17][CH2:16][C:11]2[N:12]=[C:13]([NH2:15])[S:14][C:10]=2[CH2:9]1)([CH3:4])([CH3:3])[CH3:2].[C:19]([C:21]1[CH:26]=[CH:25][C:24]([NH:27][C:28]([CH2:30][O:31][C:32]2[CH:33]=[C:34]([CH:38]=[CH:39][CH:40]=2)[C:35](O)=[O:36])=[O:29])=[CH:23][CH:22]=1)#[N:20], predict the reaction product. The product is: [C:1]([O:5][C:6](=[O:18])[NH:7][C@H:8]1[CH2:17][CH2:16][C:11]2[N:12]=[C:13]([NH:15][C:35](=[O:36])[C:34]3[CH:38]=[CH:39][CH:40]=[C:32]([O:31][CH2:30][C:28](=[O:29])[NH:27][C:24]4[CH:25]=[CH:26][C:21]([C:19]#[N:20])=[CH:22][CH:23]=4)[CH:33]=3)[S:14][C:10]=2[CH2:9]1)([CH3:4])([CH3:2])[CH3:3].